From a dataset of Forward reaction prediction with 1.9M reactions from USPTO patents (1976-2016). Predict the product of the given reaction. (1) Given the reactants CS([C:4]1[N:9]=[CH:8][C:7]2=[CH:10][CH:11]=[C:12]([C:13]3[CH:14]=[N:15][C:16]([O:19][CH3:20])=[CH:17][CH:18]=3)[N:6]2[N:5]=1)=O.[CH3:21][N:22]1[C:26]2[CH:27]=[C:28]([NH2:31])[CH:29]=[CH:30][C:25]=2[N:24]=[CH:23]1, predict the reaction product. The product is: [CH3:20][O:19][C:16]1[N:15]=[CH:14][C:13]([C:12]2[N:6]3[C:7]([CH:8]=[N:9][C:4]([NH:31][C:28]4[CH:29]=[CH:30][C:25]5[N:24]=[CH:23][N:22]([CH3:21])[C:26]=5[CH:27]=4)=[N:5]3)=[CH:10][CH:11]=2)=[CH:18][CH:17]=1. (2) Given the reactants [CH2:1]([NH:3][C:4](=[O:40])[NH:5][C:6]1[S:7][C:8]2[C:14]([C:15]3[CH:20]=[C:19]([CH3:21])[CH:18]=[CH:17][N:16]=3)=[CH:13][C:12]([C:22]3[CH:23]=[N:24][C:25]([N:28]4[CH2:33][CH2:32][C:31]([CH3:39])([C:34]([O:36]CC)=[O:35])[CH2:30][CH2:29]4)=[N:26][CH:27]=3)=[CH:11][C:9]=2[N:10]=1)[CH3:2].[Li+].[OH-], predict the reaction product. The product is: [CH2:1]([NH:3][C:4]([NH:5][C:6]1[S:7][C:8]2[C:14]([C:15]3[CH:20]=[C:19]([CH3:21])[CH:18]=[CH:17][N:16]=3)=[CH:13][C:12]([C:22]3[CH:27]=[N:26][C:25]([N:28]4[CH2:29][CH2:30][C:31]([CH3:39])([C:34]([OH:36])=[O:35])[CH2:32][CH2:33]4)=[N:24][CH:23]=3)=[CH:11][C:9]=2[N:10]=1)=[O:40])[CH3:2]. (3) Given the reactants [CH3:1][C:2]1([CH3:20])[C:10]2[C:5](=[CH:6][CH:7]=[C:8]([C:11]3[N:15]([CH3:16])[C:14]([C:17]#[N:18])=[CH:13][CH:12]=3)[CH:9]=2)[NH:4][C:3]1=[O:19].[CH3:21]C(C)([O-])C.[K+].IC, predict the reaction product. The product is: [CH3:16][N:15]1[C:11]([C:8]2[CH:9]=[C:10]3[C:5](=[CH:6][CH:7]=2)[N:4]([CH3:21])[C:3](=[O:19])[C:2]3([CH3:20])[CH3:1])=[CH:12][CH:13]=[C:14]1[C:17]#[N:18]. (4) Given the reactants C([Mg]Cl)(C)C.[Cl-].[Li+].Br[C:9]1[CH:14]=[CH:13][N:12]=[C:11]([C:15]([F:18])([F:17])[F:16])[CH:10]=1.[CH3:19][N:20]1[C:24]([CH:25]=[O:26])=[CH:23][N:22]=[CH:21]1, predict the reaction product. The product is: [CH3:19][N:20]1[C:24]([CH:25]([C:9]2[CH:14]=[CH:13][N:12]=[C:11]([C:15]([F:18])([F:17])[F:16])[CH:10]=2)[OH:26])=[CH:23][N:22]=[CH:21]1. (5) Given the reactants S(Cl)(Cl)=O.[OH:5][CH2:6][CH2:7][CH2:8][S:9][C:10]1[N:11]([CH3:15])[CH:12]=[CH:13][N:14]=1.[Cl:16][C:17]1[CH:36]=[CH:35][C:20]([NH:21][C:22]2[C:31]3[C:26](=[CH:27][C:28](O)=[C:29](OC)[CH:30]=3)[N:25]=[CH:24][N:23]=2)=[C:19]([F:37])[CH:18]=1.[C:38](=O)([O-])[O-:39].[K+].[K+], predict the reaction product. The product is: [Cl:16][C:17]1[CH:36]=[CH:35][C:20]([NH:21][C:22]2[C:31]3[C:26](=[CH:27][C:28]([O:5][CH2:6][CH2:7][CH2:8][S:9][C:10]4[N:11]([CH3:15])[CH:12]=[CH:13][N:14]=4)=[CH:29][CH:30]=3)[N:25]=[C:24]([O:39][CH3:38])[N:23]=2)=[C:19]([F:37])[CH:18]=1.